From a dataset of Forward reaction prediction with 1.9M reactions from USPTO patents (1976-2016). Predict the product of the given reaction. (1) The product is: [Cl:1][C:2]1[CH:3]=[CH:4][C:5]([CH2:6][NH:7][C:8]([C:10]2[CH:11]=[C:12]3[C:13]([C:14](=[O:16])[N:31]([CH2:30][C:29]4[NH:28][N:27]=[N:26][N:25]=4)[C:21](=[S:22])[NH:20]3)=[CH:18][CH:19]=2)=[O:9])=[CH:23][CH:24]=1. Given the reactants [Cl:1][C:2]1[CH:24]=[CH:23][C:5]([CH2:6][NH:7][C:8]([C:10]2[CH:19]=[CH:18][C:13]([C:14]([O:16]C)=O)=[C:12]([N:20]=[C:21]=[S:22])[CH:11]=2)=[O:9])=[CH:4][CH:3]=1.[NH:25]1[C:29]([CH2:30][NH2:31])=[N:28][N:27]=[N:26]1.Cl.C(OCC)(=O)C, predict the reaction product. (2) Given the reactants [C:1]1(N)[C:6](F)=[C:5](F)[C:4](F)=[C:3]([NH2:10])[C:2]=1F.[ClH:13].[ClH:14].[CH2:15]([N:17]([CH2:20][CH3:21])[CH2:18][CH3:19])[CH3:16].Cl[C:23]([O:25][CH3:26])=[O:24], predict the reaction product. The product is: [CH3:26][O:25][C:23](=[O:24])[NH:10][C@H:3]1[CH2:4][CH2:5][C@H:6]([CH2:16][CH2:15][N:17]2[CH2:20][CH2:21][N:10]([C:3]3[CH:4]=[CH:5][CH:6]=[C:1]([Cl:13])[C:2]=3[Cl:14])[CH2:19][CH2:18]2)[CH2:1][CH2:2]1. (3) Given the reactants [C:1]1([C:7]2[S:11][C:10]([CH:12]=O)=[CH:9][CH:8]=2)[CH:6]=[CH:5][CH:4]=[CH:3][CH:2]=1.C(O)(=O)C.C(OC([N:25]1[CH2:30][CH2:29][NH:28][CH2:27][CH2:26]1)=O)(C)(C)C.[BH-](OC(C)=O)(OC(C)=O)OC(C)=O.[Na+].[Cl:45]CCl, predict the reaction product. The product is: [ClH:45].[ClH:45].[C:1]1([C:7]2[S:11][C:10]([CH2:12][N:25]3[CH2:30][CH2:29][NH:28][CH2:27][CH2:26]3)=[CH:9][CH:8]=2)[CH:6]=[CH:5][CH:4]=[CH:3][CH:2]=1. (4) Given the reactants [Cl:1][C:2]1[CH:3]=[C:4]2[NH:11][C@@H:10]([CH3:12])[CH2:9][N:5]2[C:6](=[O:8])[N:7]=1.I[CH2:14][CH3:15].C([O-])([O-])=O.[Cs+].[Cs+], predict the reaction product. The product is: [Cl:1][C:2]1[CH:3]=[C:4]2[N:11]([CH2:14][CH3:15])[C@@H:10]([CH3:12])[CH2:9][N:5]2[C:6](=[O:8])[N:7]=1. (5) Given the reactants Cl.[N:2]1[CH:7]=[CH:6][CH:5]=[CH:4][C:3]=1[CH2:8]Cl.[Cl:10][C:11]1[CH:12]=[C:13]([NH:18][C:19]2[C:28]3[C:23](=[CH:24][CH:25]=[CH:26][C:27]=3[O:29][CH2:30][C@@H:31]([N:33]([CH3:38])[C:34](=[O:37])[CH2:35][OH:36])[CH3:32])[N:22]=[CH:21][N:20]=2)[CH:14]=[CH:15][C:16]=1[OH:17], predict the reaction product. The product is: [Cl:10][C:11]1[CH:12]=[C:13]([NH:18][C:19]2[C:28]3[C:23](=[CH:24][CH:25]=[CH:26][C:27]=3[O:29][CH2:30][C@@H:31]([N:33]([CH3:38])[C:34](=[O:37])[CH2:35][OH:36])[CH3:32])[N:22]=[CH:21][N:20]=2)[CH:14]=[CH:15][C:16]=1[O:17][CH2:8][C:3]1[CH:4]=[CH:5][CH:6]=[CH:7][N:2]=1. (6) Given the reactants [F:1][C:2]1[CH:7]=[CH:6][C:5]([N:8]2[C:12]3[CH:13]=[N:14][CH:15]=[C:16]([C:17]([NH:19][CH:20]([C:23]4[O:24][C:25]([CH3:31])=[C:26]([C:28](O)=[O:29])[N:27]=4)[CH2:21][CH3:22])=[O:18])[C:11]=3[CH:10]=[N:9]2)=[CH:4][CH:3]=1.CN(C(O[N:40]1N=[N:47][C:42]2C=CC=N[C:41]1=2)=[N+](C)C)C.F[P-](F)(F)(F)(F)F.CCN(C(C)C)C(C)C.NCC(OC)=[O:68].Cl, predict the reaction product. The product is: [C:41]([CH2:42][NH:47][C:28]([C:26]1[N:27]=[C:23]([CH:20]([NH:19][C:17]([C:16]2[C:11]3[CH:10]=[N:9][N:8]([C:5]4[CH:4]=[CH:3][C:2]([F:1])=[CH:7][CH:6]=4)[C:12]=3[CH:13]=[N:14][CH:15]=2)=[O:18])[CH2:21][CH3:22])[O:24][C:25]=1[CH3:31])=[O:29])(=[O:68])[NH2:40].